From a dataset of Full USPTO retrosynthesis dataset with 1.9M reactions from patents (1976-2016). Predict the reactants needed to synthesize the given product. Given the product [CH3:35][N:12]([CH2:13][C:14]1[C:22]2[C:17](=[CH:18][CH:19]=[C:20]([N:23]3[CH2:24][CH2:25][CH2:26][CH2:27][CH2:28]3)[CH:21]=2)[NH:16][N:15]=1)[CH2:11][CH2:10][NH:2][CH3:1], predict the reactants needed to synthesize it. The reactants are: [CH3:1][N:2]([CH2:10][CH2:11][N:12]([CH3:35])[CH2:13][C:14]1[C:22]2[C:17](=[CH:18][CH:19]=[C:20]([N:23]3[CH2:28][CH2:27][CH2:26][CH2:25][CH2:24]3)[CH:21]=2)[N:16](C2CCCCO2)[N:15]=1)C(=O)OC(C)(C)C.Cl.